Dataset: Reaction yield outcomes from USPTO patents with 853,638 reactions. Task: Predict the reaction yield, written as a fraction of the theoretical maximum amount of product (1.0 means a 100% yield; for example, 0.34 means a 34% yield). (1) The reactants are [F:1][C:2]1[CH:3]=[C:4]([N:9]2[CH2:13][C@H:12]([CH2:14]OS(C)(=O)=O)[O:11][C:10]2=[O:20])[CH:5]=[CH:6][C:7]=1[I:8].[C:21]1(=[O:31])[NH:25][C:24](=[O:26])[C:23]2=[CH:27][CH:28]=[CH:29][CH:30]=[C:22]12.[K]. The catalyst is CN(C)C=O. The product is [F:1][C:2]1[CH:3]=[C:4]([N:9]2[CH2:13][C@@H:12]([CH2:14][N:25]3[C:21](=[O:31])[C:22]4[C:23](=[CH:27][CH:28]=[CH:29][CH:30]=4)[C:24]3=[O:26])[O:11][C:10]2=[O:20])[CH:5]=[CH:6][C:7]=1[I:8]. The yield is 0.940. (2) The reactants are [Br:1][C:2]1[N:3]([CH2:21][CH2:22][N:23]2C(=O)C3C(=CC=CC=3)C2=O)[C:4]2[C:9]([C:10]=1[CH:11]1[CH2:16][CH2:15][CH2:14][CH2:13][CH2:12]1)=[CH:8][CH:7]=[C:6]([C:17]([O:19][CH3:20])=[O:18])[CH:5]=2.O.NN. The catalyst is CO.O1CCCC1. The product is [NH2:23][CH2:22][CH2:21][N:3]1[C:4]2[C:9](=[CH:8][CH:7]=[C:6]([C:17]([O:19][CH3:20])=[O:18])[CH:5]=2)[C:10]([CH:11]2[CH2:16][CH2:15][CH2:14][CH2:13][CH2:12]2)=[C:2]1[Br:1]. The yield is 1.00. (3) The reactants are [CH3:1][O:2][CH:3]([O:10][CH3:11])[CH2:4][CH2:5][C:6]([O:8]C)=O.Cl.[CH3:13][NH:14][O:15][CH3:16].C([Mg]Cl)(C)C. The catalyst is C1COCC1. The product is [CH3:11][O:10][CH:3]([O:2][CH3:1])[CH2:4][CH2:5][C:6]([N:14]([O:15][CH3:16])[CH3:13])=[O:8]. The yield is 0.990. (4) The reactants are Br.[CH2:2]([C:4]1[N:5]=[C:6]([C@@H:9]([NH2:20])[CH2:10][C:11]2[CH:16]=[CH:15][C:14]([N+:17]([O-:19])=[O:18])=[CH:13][CH:12]=2)[S:7][CH:8]=1)[CH3:3].[C:21]([NH:24][C@H:25]([C:33](O)=[O:34])[CH2:26][C:27]1[CH:32]=[CH:31][CH:30]=[CH:29][CH:28]=1)(=[O:23])[CH3:22].ON1C2C=CC=CC=2N=N1.C(N(C(C)C)CC)(C)C.CN(C)CCCN=C=NCC. The catalyst is CN(C=O)C.O. The product is [C:21]([NH:24][C@@H:25]([CH2:26][C:27]1[CH:28]=[CH:29][CH:30]=[CH:31][CH:32]=1)[C:33]([NH:20][C@H:9]([C:6]1[S:7][CH:8]=[C:4]([CH2:2][CH3:3])[N:5]=1)[CH2:10][C:11]1[CH:16]=[CH:15][C:14]([N+:17]([O-:19])=[O:18])=[CH:13][CH:12]=1)=[O:34])(=[O:23])[CH3:22]. The yield is 0.700. (5) The reactants are [F:1][C:2]1[CH:30]=[C:29]([NH:31][C:32]([C:34]2[C:39](=[O:40])[N:38]([C:41]3[CH:46]=[CH:45][C:44]([F:47])=[CH:43][CH:42]=3)[N:37]=[CH:36][CH:35]=2)=[O:33])[CH:28]=[CH:27][C:3]=1[O:4][C:5]1[CH:10]=[CH:9][N:8]=[C:7]2[CH:11]=[C:12]([CH:14]3[CH2:19][CH2:18][N:17](C(OC(C)(C)C)=O)[CH2:16][CH2:15]3)[S:13][C:6]=12.C(O)(C(F)(F)F)=O. No catalyst specified. The product is [F:1][C:2]1[CH:30]=[C:29]([NH:31][C:32]([C:34]2[C:39](=[O:40])[N:38]([C:41]3[CH:42]=[CH:43][C:44]([F:47])=[CH:45][CH:46]=3)[N:37]=[CH:36][CH:35]=2)=[O:33])[CH:28]=[CH:27][C:3]=1[O:4][C:5]1[CH:10]=[CH:9][N:8]=[C:7]2[CH:11]=[C:12]([CH:14]3[CH2:15][CH2:16][NH:17][CH2:18][CH2:19]3)[S:13][C:6]=12. The yield is 0.520. (6) The catalyst is CN(C=O)C.CCN(C(C)C)C(C)C.O. The reactants are [C:1]([C:3]1[CH:4]=[C:5]([C:9]2[N:14]=[C:13]([C:15]([OH:17])=O)[CH:12]=[CH:11][CH:10]=2)[CH:6]=[CH:7][CH:8]=1)#[N:2].CN(C(ON1N=NC2C=CC=CC1=2)=[N+](C)C)C.F[P-](F)(F)(F)(F)F.[NH:42]1[CH:46]=[CH:45][N:44]=[C:43]1[NH:47][C:48]([C:50]1[C:58]2[NH:57][C:56]([NH2:59])=[N:55][C:54]=2[CH:53]=[CH:52][CH:51]=1)=[O:49].C([O-])(O)=O.[Na+]. The product is [NH:44]1[CH:45]=[CH:46][N:42]=[C:43]1[NH:47][C:48]([C:50]1[C:58]2[N:57]=[C:56]([NH:59][C:15]([C:13]3[CH:12]=[CH:11][CH:10]=[C:9]([C:5]4[CH:6]=[CH:7][CH:8]=[C:3]([C:1]#[N:2])[CH:4]=4)[N:14]=3)=[O:17])[NH:55][C:54]=2[CH:53]=[CH:52][CH:51]=1)=[O:49]. The yield is 0.175. (7) The reactants are [CH:1]1([OH:6])[CH2:5][CH2:4][CH2:3][CH2:2]1.Cl[C:8]1[N:9]=[C:10]([NH:26][CH2:27][CH:28]2[CH2:33][CH2:32][O:31][CH2:30][CH2:29]2)[C:11]2[O:16][N:15]=[C:14]([C:17]3[CH:25]=[CH:24][C:20]([C:21]([OH:23])=[O:22])=[CH:19][CH:18]=3)[C:12]=2[N:13]=1.[H-].[Na+].O. The catalyst is C(OCC)(=O)C. The product is [CH:1]1([O:6][C:8]2[N:9]=[C:10]([NH:26][CH2:27][CH:28]3[CH2:33][CH2:32][O:31][CH2:30][CH2:29]3)[C:11]3[O:16][N:15]=[C:14]([C:17]4[CH:18]=[CH:19][C:20]([C:21]([OH:23])=[O:22])=[CH:24][CH:25]=4)[C:12]=3[N:13]=2)[CH2:5][CH2:4][CH2:3][CH2:2]1. The yield is 0.310. (8) The reactants are [CH3:1][O:2][C:3]1[CH:8]=[CH:7][C:6]([N:9]2[CH:13]=[CH:12][CH:11]=[N:10]2)=[CH:5][CH:4]=1.[CH3:14][O:15][C:16]([C:18]1[NH:22][N:21]=[C:20](C(O)=O)[CH:19]=1)=[O:17].C(N(CC)CC)C.ClC(OCC)=O.[BH4-].[Na+]. The catalyst is O1CCCC1.O. The product is [CH3:1][O:2][C:3]1[CH:4]=[CH:5][C:6]([N:9]2[CH:13]=[CH:12][C:11]([CH2:14][OH:15])=[N:10]2)=[CH:7][CH:8]=1.[CH3:14][O:15][C:16]([C:18]1[NH:22][N:21]=[CH:20][CH:19]=1)=[O:17]. The yield is 0.610. (9) The reactants are [Cl:1][C:2]1[N:7]=[CH:6][C:5]([N:8]2[CH2:13][CH2:12][CH:11]([NH:14]C(=O)OC(C)(C)C)[CH2:10][CH2:9]2)=[CH:4][CH:3]=1.C1COCC1.CO. The catalyst is Cl.O1CCOCC1. The product is [ClH:1].[ClH:1].[Cl:1][C:2]1[N:7]=[CH:6][C:5]([N:8]2[CH2:13][CH2:12][CH:11]([NH2:14])[CH2:10][CH2:9]2)=[CH:4][CH:3]=1. The yield is 0.920. (10) The reactants are C([O:8][C:9]1[CH:17]=[CH:16][C:15]2[NH:14][C:13]3[C:18](=[CH:21][C:22]([O:24][CH2:25][CH3:26])=[O:23])[CH2:19][CH2:20][C:12]=3[C:11]=2[CH:10]=1)C1C=CC=CC=1.C(OCC)(=O)C.C(O)=O.C(N(CC)CC)C. The catalyst is [Pd]. The product is [OH:8][C:9]1[CH:17]=[CH:16][C:15]2[NH:14][C:13]3[CH:18]([CH2:21][C:22]([O:24][CH2:25][CH3:26])=[O:23])[CH2:19][CH2:20][C:12]=3[C:11]=2[CH:10]=1. The yield is 0.790.